This data is from Catalyst prediction with 721,799 reactions and 888 catalyst types from USPTO. The task is: Predict which catalyst facilitates the given reaction. (1) Reactant: F[C:2]1[N:7]=[C:6]([C:8]2[C:16]3[C:11](=[CH:12][N:13]=[C:14]([C:17]4[CH:18]=[N:19][CH:20]=[CH:21][CH:22]=4)[CH:15]=3)[N:10]([CH2:23][O:24][CH2:25][CH2:26][Si:27]([CH3:30])([CH3:29])[CH3:28])[N:9]=2)[CH:5]=[CH:4][CH:3]=1.[NH:31]1[CH2:36][CH2:35][CH2:34][C@@H:33]([OH:37])[CH2:32]1.CCN(C(C)C)C(C)C. Product: [N:19]1[CH:20]=[CH:21][CH:22]=[C:17]([C:14]2[CH:15]=[C:16]3[C:8]([C:6]4[N:7]=[C:2]([N:31]5[CH2:36][CH2:35][CH2:34][C@@H:33]([OH:37])[CH2:32]5)[CH:3]=[CH:4][CH:5]=4)=[N:9][N:10]([CH2:23][O:24][CH2:25][CH2:26][Si:27]([CH3:30])([CH3:29])[CH3:28])[C:11]3=[CH:12][N:13]=2)[CH:18]=1. The catalyst class is: 14. (2) Reactant: COC(=O)[C@@H](N)C[C:6]1[C:14]2[C:9](=[CH:10][CH:11]=[CH:12][CH:13]=2)[N:8](CC2C=C(Cl)C=C(Cl)C=2)[CH:7]=1.FC(F)(F)C(O)=O. Product: [NH:8]1[C:9]2[C:14](=[CH:13][CH:12]=[CH:11][CH:10]=2)[CH:6]=[CH:7]1. The catalyst class is: 4. (3) Reactant: [Br:1][C:2]1[CH:12]=[CH:11][C:5]([C:6]([O:8][CH2:9][CH3:10])=[O:7])=[CH:4][C:3]=1[OH:13].C(=O)([O-])[O-].[K+].[K+].I[CH2:21][CH3:22]. Product: [Br:1][C:2]1[CH:12]=[CH:11][C:5]([C:6]([O:8][CH2:9][CH3:10])=[O:7])=[CH:4][C:3]=1[O:13][CH2:21][CH3:22]. The catalyst class is: 3.